From a dataset of Reaction yield outcomes from USPTO patents with 853,638 reactions. Predict the reaction yield, written as a fraction of the theoretical maximum amount of product (1.0 means a 100% yield; for example, 0.34 means a 34% yield). (1) The reactants are [C:1]([O:5][C:6]([N:8]1[C@@H:13]([CH2:14][O:15]CC2C=CC=CC=2)[CH2:12][O:11][C@@H:10]([O:23][CH2:24][C:25]([CH3:28])([CH3:27])[CH3:26])[C@@H:9]1[CH3:29])=[O:7])([CH3:4])([CH3:3])[CH3:2]. The catalyst is CO.[OH-].[OH-].[Pd+2]. The product is [C:1]([O:5][C:6]([N:8]1[C@@H:13]([CH2:14][OH:15])[CH2:12][O:11][C@@H:10]([O:23][CH2:24][C:25]([CH3:28])([CH3:27])[CH3:26])[C@@H:9]1[CH3:29])=[O:7])([CH3:4])([CH3:3])[CH3:2]. The yield is 0.930. (2) The yield is 0.351. The reactants are [C:1]([C:4]1[CH:5]=[CH:6][C:7]2[O:12][C:11]([CH3:14])([CH3:13])[C@@H:10]([OH:15])[C@@H:9]([NH:16][C:17](=[O:26])[C:18]3[CH:23]=[CH:22][C:21]([F:24])=[C:20]([Cl:25])[CH:19]=3)[C:8]=2[CH:27]=1)(=[O:3])[CH3:2].[H-].[Na+].[I-].[Na+].[CH3:32][S:33][CH2:34]Cl. The product is [C:1]([C:4]1[CH:5]=[CH:6][C:7]2[O:12][C:11]([CH3:14])([CH3:13])[C@@H:10]([O:15][CH2:32][S:33][CH3:34])[C@@H:9]([NH:16][C:17](=[O:26])[C:18]3[CH:23]=[CH:22][C:21]([F:24])=[C:20]([Cl:25])[CH:19]=3)[C:8]=2[CH:27]=1)(=[O:3])[CH3:2]. The catalyst is COCCOC. (3) The reactants are Br.[Br:2][CH2:3][CH2:4][NH2:5].[C:6](O[C:6]([O:8][C:9]([CH3:12])([CH3:11])[CH3:10])=[O:7])([O:8][C:9]([CH3:12])([CH3:11])[CH3:10])=[O:7]. The catalyst is CO.C(N(CC)CC)C. The product is [C:9]([O:8][C:6](=[O:7])[NH:5][CH2:4][CH2:3][Br:2])([CH3:12])([CH3:11])[CH3:10]. The yield is 0.840. (4) The reactants are CCN=C=NCCCN(C)C.C1C=CC2N(O)N=NC=2C=1.Cl.Cl.[CH3:24][C:25]1[N:29]2[C:30](=[O:39])[N:31]([CH:33]3[CH2:38][CH2:37][NH:36][CH2:35][CH2:34]3)[CH2:32][C:28]2=[CH:27][N:26]=1.[Cl:40][C:41]1[CH:50]=[C:49]2[C:44]([CH:45]=[C:46]([S:51]([CH2:54][CH2:55][C:56](O)=[O:57])(=[O:53])=[O:52])[CH2:47][O:48]2)=[CH:43][CH:42]=1. The catalyst is C(#N)C.C(N(CC)CC)C. The product is [Cl:40][C:41]1[CH:50]=[C:49]2[C:44]([CH:45]=[C:46]([S:51]([CH2:54][CH2:55][C:56]([N:36]3[CH2:37][CH2:38][CH:33]([N:31]4[CH2:32][C:28]5=[CH:27][N:26]=[C:25]([CH3:24])[N:29]5[C:30]4=[O:39])[CH2:34][CH2:35]3)=[O:57])(=[O:52])=[O:53])[CH2:47][O:48]2)=[CH:43][CH:42]=1. The yield is 0.780. (5) The reactants are [NH2:1][C@@H:2]1[CH:7]2[CH2:8][CH2:9][N:4]([CH2:5][CH2:6]2)[C@H:3]1[CH2:10][C:11]1[CH:12]=[N:13][CH:14]=[CH:15][CH:16]=1.C(N(CC)CC)C.[O:24]1[C:28]2[CH:29]=[CH:30][CH:31]=[CH:32][C:27]=2[CH:26]=[C:25]1[C:33](O)=[O:34].CN(C(ON1N=NC2C=CC=CC1=2)=[N+](C)C)C.F[P-](F)(F)(F)(F)F.C(=O)([O-])[O-].[K+].[K+]. The catalyst is ClCCl. The product is [N:13]1[CH:14]=[CH:15][CH:16]=[C:11]([CH2:10][C@H:3]2[C@H:2]([NH:1][C:33]([C:25]3[O:24][C:28]4[CH:29]=[CH:30][CH:31]=[CH:32][C:27]=4[CH:26]=3)=[O:34])[CH:7]3[CH2:6][CH2:5][N:4]2[CH2:9][CH2:8]3)[CH:12]=1. The yield is 0.770. (6) The reactants are [CH3:1][O:2][C:3]1[CH:8]=[CH:7][C:6]([C:9]([F:12])([F:11])[F:10])=[CH:5][C:4]=1[N:13]=[C:14]=[O:15].[NH2:16][C:17]1[CH:34]=[CH:33][C:20]([O:21][C:22]2[CH:23]=[C:24]3[C:28](=[CH:29][CH:30]=2)[C:27](=[O:31])[NH:26][C:25]3=[O:32])=[CH:19][CH:18]=1.CO. The catalyst is C(Cl)Cl. The product is [CH3:1][O:2][C:3]1[CH:8]=[CH:7][C:6]([C:9]([F:12])([F:11])[F:10])=[CH:5][C:4]=1[NH:13][C:14]([NH:16][C:17]1[CH:18]=[CH:19][C:20]([O:21][C:22]2[CH:23]=[C:24]3[C:28](=[CH:29][CH:30]=2)[C:27](=[O:31])[NH:26][C:25]3=[O:32])=[CH:33][CH:34]=1)=[O:15]. The yield is 0.960. (7) The reactants are Cl[C:2]([O:4][CH2:5][C:6]1[CH:11]=[CH:10][CH:9]=[CH:8][CH:7]=1)=[O:3].[NH2:12][C:13]1([C:18]([OH:20])=[O:19])[CH2:17][CH2:16][CH2:15][CH2:14]1.C(=O)([O-])[O-].[Na+].[Na+]. The catalyst is O1CCOCC1.O. The product is [CH2:5]([O:4][C:2]([NH:12][C:13]1([C:18]([OH:20])=[O:19])[CH2:17][CH2:16][CH2:15][CH2:14]1)=[O:3])[C:6]1[CH:11]=[CH:10][CH:9]=[CH:8][CH:7]=1. The yield is 0.620. (8) The reactants are [Cl:1][C:2]1[CH:7]=[C:6](F)[CH:5]=[CH:4][N:3]=1.Cl.[NH2:10][C:11]1[C:20]2[C:15](=[CH:16][CH:17]=[CH:18][CH:19]=2)[C:14]([OH:21])=[CH:13][CH:12]=1.CC(C)([O-])C.[K+]. The catalyst is CN1C(=O)CCC1.O. The product is [Cl:1][C:2]1[CH:7]=[C:6]([O:21][C:14]2[C:15]3[C:20](=[CH:19][CH:18]=[CH:17][CH:16]=3)[C:11]([NH2:10])=[CH:12][CH:13]=2)[CH:5]=[CH:4][N:3]=1. The yield is 0.920. (9) The reactants are [CH3:1][N:2]([CH3:14])[C:3]([C:5]1[CH:10]=[CH:9][C:8](B(O)O)=[CH:7][CH:6]=1)=[O:4].Br[C:16]1[CH:21]=[CH:20][C:19]([O:22][CH2:23][CH:24]2[CH2:29][CH2:28][N:27]([C:30]([O:32][CH:33]([CH3:35])[CH3:34])=[O:31])[CH2:26][CH2:25]2)=[CH:18][CH:17]=1.C([O-])([O-])=O.[Na+].[Na+]. The catalyst is Cl[Pd](Cl)([P](C1C=CC=CC=1)(C1C=CC=CC=1)C1C=CC=CC=1)[P](C1C=CC=CC=1)(C1C=CC=CC=1)C1C=CC=CC=1.COCCOC. The product is [CH3:1][N:2]([CH3:14])[C:3]([C:5]1[CH:10]=[CH:9][C:8]([C:16]2[CH:17]=[CH:18][C:19]([O:22][CH2:23][CH:24]3[CH2:25][CH2:26][N:27]([C:30]([O:32][CH:33]([CH3:35])[CH3:34])=[O:31])[CH2:28][CH2:29]3)=[CH:20][CH:21]=2)=[CH:7][CH:6]=1)=[O:4]. The yield is 0.270. (10) The product is [C:23]([O:27][C:21](=[O:35])[NH:18][C:7]1[CH:8]=[N:9][C:10]2[C:5]([CH:6]=1)=[N:4][C:3]([O:2][CH3:1])=[CH:12][CH:11]=2)([CH3:26])([CH3:25])[CH3:24]. The yield is 0.690. The reactants are [CH3:1][O:2][C:3]1[N:4]=[C:5]2[C:10](=[CH:11][CH:12]=1)[N:9]=[CH:8][C:7](C(O)=O)=[CH:6]2.C([N:18]([CH2:21]C)CC)C.[C:23]([OH:27])([CH3:26])([CH3:25])[CH3:24].C1(P(N=[N+]=[N-])(C2C=CC=CC=2)=[O:35])C=CC=CC=1. The catalyst is CN(C)C=O.